This data is from Forward reaction prediction with 1.9M reactions from USPTO patents (1976-2016). The task is: Predict the product of the given reaction. (1) The product is: [Si:14]([O:13][CH2:12][C:6]1[N:7]([CH3:11])[C:8]2[C:4]([CH:5]=1)=[C:3]([Cl:21])[C:2]([CH:30]=[O:31])=[CH:10][CH:9]=2)([C:17]([CH3:20])([CH3:19])[CH3:18])([CH3:16])[CH3:15]. Given the reactants Br[C:2]1[C:3]([Cl:21])=[C:4]2[C:8](=[CH:9][CH:10]=1)[N:7]([CH3:11])[C:6]([CH2:12][O:13][Si:14]([C:17]([CH3:20])([CH3:19])[CH3:18])([CH3:16])[CH3:15])=[CH:5]2.[Li]CCCC.CN([CH:30]=[O:31])C, predict the reaction product. (2) The product is: [Si:43]([O:29][C@H:27]([CH3:28])[C@@H:10]([NH:9][C:6]1[CH:7]=[CH:8][C:3]([C:1]#[N:2])=[C:4]([C:30]([F:33])([F:32])[F:31])[CH:5]=1)[C:11]([NH:13][NH:14][C:15](=[O:26])[C:16]1[CH:17]=[CH:18][C:19]([S:22]([CH3:25])(=[O:24])=[O:23])=[CH:20][CH:21]=1)=[O:12])([C:40]([CH3:42])([CH3:41])[CH3:39])([CH3:45])[CH3:44]. Given the reactants [C:1]([C:3]1[CH:8]=[CH:7][C:6]([NH:9][C@H:10]([C@H:27]([OH:29])[CH3:28])[C:11]([NH:13][NH:14][C:15](=[O:26])[C:16]2[CH:21]=[CH:20][C:19]([S:22]([CH3:25])(=[O:24])=[O:23])=[CH:18][CH:17]=2)=[O:12])=[CH:5][C:4]=1[C:30]([F:33])([F:32])[F:31])#[N:2].N1C=CN=C1.[CH3:39][C:40]([Si:43](Cl)([CH3:45])[CH3:44])([CH3:42])[CH3:41], predict the reaction product. (3) Given the reactants [Br:1][C:2]1[CH:12]=[CH:11][C:5]([CH:6]=[CH:7][C:8](O)=[O:9])=[CH:4][CH:3]=1.C(N(CC)CC)C.ClC(OCC)=O.[N-:26]=[N+:27]=[N-:28].[Na+], predict the reaction product. The product is: [Br:1][C:2]1[CH:12]=[CH:11][C:5]([CH:6]=[CH:7][C:8]([N:26]=[N+:27]=[N-:28])=[O:9])=[CH:4][CH:3]=1. (4) Given the reactants [C:1]1([CH2:7][C:8](Cl)=[O:9])[CH:6]=[CH:5][CH:4]=[CH:3][CH:2]=1.[S-:11][C:12]#[N:13].[K+].C(=O)([O-])O.[Na+].[NH2:20][C:21]1[CH:42]=[CH:41][C:24]([O:25][C:26]2[CH:27]=[CH:28][C:29]3[N:30]([CH:32]=[C:33]([NH:35][C:36]([CH:38]4[CH2:40][CH2:39]4)=[O:37])[N:34]=3)[CH:31]=2)=[CH:23][CH:22]=1, predict the reaction product. The product is: [C:1]1([CH2:7][C:8]([NH:13][C:12]([NH:20][C:21]2[CH:42]=[CH:41][C:24]([O:25][C:26]3[CH:27]=[CH:28][C:29]4[N:30]([CH:32]=[C:33]([NH:35][C:36]([CH:38]5[CH2:39][CH2:40]5)=[O:37])[N:34]=4)[CH:31]=3)=[CH:23][CH:22]=2)=[S:11])=[O:9])[CH:6]=[CH:5][CH:4]=[CH:3][CH:2]=1. (5) Given the reactants [CH3:1][CH2:2][CH2:3][CH2:4][NH:5][C:6]1[CH:7]=[C:8]([C:23](O)=[O:24])[CH:9]=[C:10]([S:19]([NH2:22])(=[O:21])=[O:20])[C:11]=1[O:12]C1C=CC=CC=1.C(N=C=NCCCN(C)C)C.ON1[C:42]2[CH:43]=[CH:44][CH:45]=[CH:46][C:41]=2N=N1.[CH2:47]([NH:54][CH2:55][C:56]1[CH:61]=[CH:60][CH:59]=[CH:58][CH:57]=1)[C:48]1[CH:53]=[CH:52][CH:51]=[CH:50][CH:49]=1.[Cl-].[NH4+], predict the reaction product. The product is: [CH2:55]([N:54]([CH2:47][C:48]1[CH:53]=[CH:52][CH:51]=[CH:50][CH:49]=1)[C:23](=[O:24])[C:8]1[CH:7]=[C:6]([NH:5][CH2:4][CH2:3][CH2:2][CH3:1])[C:11]([O:12][C:41]2[CH:46]=[CH:45][CH:44]=[CH:43][CH:42]=2)=[C:10]([S:19]([NH2:22])(=[O:20])=[O:21])[CH:9]=1)[C:56]1[CH:61]=[CH:60][CH:59]=[CH:58][CH:57]=1.